Dataset: Catalyst prediction with 721,799 reactions and 888 catalyst types from USPTO. Task: Predict which catalyst facilitates the given reaction. (1) Reactant: C(OC(=O)[NH:7][CH2:8][C@@H:9]([NH:17][C:18]([C:20]1[C:32]2[CH2:31][CH2:30][C:29]3[CH:28]=[N:27][CH:26]=[CH:25][C:24]=3[C:23]=2[N:22]([CH2:33][C:34]([F:37])([F:36])[F:35])[CH:21]=1)=[O:19])[CH2:10][C:11]1[CH:16]=[CH:15][CH:14]=[CH:13][CH:12]=1)(C)(C)C.Cl.C(OCC)C. Product: [NH2:7][CH2:8][C@@H:9]([NH:17][C:18]([C:20]1[C:32]2[CH2:31][CH2:30][C:29]3[CH:28]=[N:27][CH:26]=[CH:25][C:24]=3[C:23]=2[N:22]([CH2:33][C:34]([F:37])([F:36])[F:35])[CH:21]=1)=[O:19])[CH2:10][C:11]1[CH:16]=[CH:15][CH:14]=[CH:13][CH:12]=1. The catalyst class is: 12. (2) Reactant: Cl[C:2]1[CH:7]=[C:6]([C:8](=[O:19])[CH:9](C#N)[C:10]2[CH:15]=[CH:14][C:13]([F:16])=[CH:12][CH:11]=2)[CH:5]=[CH:4][N:3]=1.[BrH:20]. Product: [Br:20][C:2]1[CH:7]=[C:6]([C:8](=[O:19])[CH2:9][C:10]2[CH:15]=[CH:14][C:13]([F:16])=[CH:12][CH:11]=2)[CH:5]=[CH:4][N:3]=1. The catalyst class is: 389. (3) Reactant: F[C:2]1[CH:9]=[CH:8][C:5]([C:6]#[N:7])=[CH:4][CH:3]=1.[CH2:10]([O:14][C:15]1[CH:16]=[C:17]([OH:21])[CH:18]=[CH:19][CH:20]=1)[CH2:11][CH2:12][CH3:13].C(=O)([O-])[O-].[Cs+].[Cs+].Cl. Product: [CH2:10]([O:14][C:15]1[CH:16]=[C:17]([CH:18]=[CH:19][CH:20]=1)[O:21][C:2]1[CH:9]=[CH:8][C:5]([C:6]#[N:7])=[CH:4][CH:3]=1)[CH2:11][CH2:12][CH3:13]. The catalyst class is: 3.